This data is from Forward reaction prediction with 1.9M reactions from USPTO patents (1976-2016). The task is: Predict the product of the given reaction. (1) Given the reactants [F:1][C:2]1[C:7]([C:8]2[N:9]=[C:10]([CH2:22][N:23](C)[C:24](=O)OC(C)(C)C)[S:11][C:12]=2[S:13]([C:16]2[CH:21]=[CH:20][CH:19]=[CH:18][CH:17]=2)(=[O:15])=[O:14])=[CH:6][CH:5]=[CH:4][N:3]=1.C(OCC)(=O)C.[ClH:38], predict the reaction product. The product is: [ClH:38].[F:1][C:2]1[C:7]([C:8]2[N:9]=[C:10]([CH2:22][NH:23][CH3:24])[S:11][C:12]=2[S:13]([C:16]2[CH:21]=[CH:20][CH:19]=[CH:18][CH:17]=2)(=[O:15])=[O:14])=[CH:6][CH:5]=[CH:4][N:3]=1. (2) Given the reactants Cl[C:2]1[N:3]=[C:4]([N:22]2[CH2:27][CH2:26][O:25][CH2:24][CH2:23]2)[C:5]2[O:10][C:9]([CH2:11][N:12]3[CH2:15][CH:14]([N:16]4[CH2:21][CH2:20][O:19][CH2:18][CH2:17]4)[CH2:13]3)=[CH:8][C:6]=2[N:7]=1.[CH3:28][C:29]1[NH:33][C:32]2[CH:34]=[CH:35][CH:36]=[CH:37][C:31]=2[N:30]=1.CC(C1C=C(C(C)C)C(C2C=CC=CC=2P(C2CCCCC2)C2CCCCC2)=C(C(C)C)C=1)C.C(=O)([O-])[O-].[Cs+].[Cs+], predict the reaction product. The product is: [CH3:28][C:29]1[N:33]([C:2]2[N:3]=[C:4]([N:22]3[CH2:27][CH2:26][O:25][CH2:24][CH2:23]3)[C:5]3[O:10][C:9]([CH2:11][N:12]4[CH2:15][CH:14]([N:16]5[CH2:21][CH2:20][O:19][CH2:18][CH2:17]5)[CH2:13]4)=[CH:8][C:6]=3[N:7]=2)[C:32]2[CH:34]=[CH:35][CH:36]=[CH:37][C:31]=2[N:30]=1. (3) The product is: [CH3:27][C:4]1[CH:3]=[C:2]([C:1]#[C:19][CH2:20][CH2:21][CH2:22][CH2:23][CH2:24][CH3:25])[N:7]=[CH:6][N:5]=1. Given the reactants [CH3:1][C:2]1[N:7]=[CH:6][N:5]=[C:4](OS(C2C=CC(C)=CC=2)(=O)=O)[CH:3]=1.[CH:19]#[C:20][CH2:21][CH2:22][CH2:23][CH2:24][CH2:25]C.[CH3:27]CCCCCC.CCOC(C)=O, predict the reaction product.